Dataset: Forward reaction prediction with 1.9M reactions from USPTO patents (1976-2016). Task: Predict the product of the given reaction. (1) Given the reactants [O:1]=[C:2]1[CH2:8][O:7][CH2:6][CH2:5][N:4]([C:9]([O:11][C:12]([CH3:15])([CH3:14])[CH3:13])=[O:10])[CH2:3]1.[Cl:16][C:17]1[CH:18]=[C:19]([Mg]Br)[CH:20]=[CH:21][C:22]=1[Cl:23].C1COCC1.O, predict the reaction product. The product is: [Cl:16][C:17]1[CH:18]=[C:19]([C:2]2([OH:1])[CH2:8][O:7][CH2:6][CH2:5][N:4]([C:9]([O:11][C:12]([CH3:15])([CH3:14])[CH3:13])=[O:10])[CH2:3]2)[CH:20]=[CH:21][C:22]=1[Cl:23]. (2) Given the reactants Cl[C:2]1[C:12]([C:13]#[N:14])=[CH:11][C:5]([C:6]([O:8][CH2:9][CH3:10])=[O:7])=[C:4]([CH3:15])[N:3]=1.[NH:16]1[CH2:19][CH:18]([CH2:20][NH:21][C:22](=[O:28])[O:23][C:24]([CH3:27])([CH3:26])[CH3:25])[CH2:17]1.CCN(C(C)C)C(C)C.CCOC(C)=O, predict the reaction product. The product is: [C:24]([O:23][C:22]([NH:21][CH2:20][CH:18]1[CH2:17][N:16]([C:2]2[C:12]([C:13]#[N:14])=[CH:11][C:5]([C:6]([O:8][CH2:9][CH3:10])=[O:7])=[C:4]([CH3:15])[N:3]=2)[CH2:19]1)=[O:28])([CH3:27])([CH3:25])[CH3:26].